Dataset: NCI-60 drug combinations with 297,098 pairs across 59 cell lines. Task: Regression. Given two drug SMILES strings and cell line genomic features, predict the synergy score measuring deviation from expected non-interaction effect. (1) Drug 1: C1C(C(OC1N2C=C(C(=O)NC2=O)F)CO)O. Drug 2: C1CN(P(=O)(OC1)NCCCl)CCCl. Cell line: COLO 205. Synergy scores: CSS=33.6, Synergy_ZIP=-1.83, Synergy_Bliss=-3.05, Synergy_Loewe=-24.9, Synergy_HSA=-0.895. (2) Drug 2: C1CN(CCN1C(=O)CCBr)C(=O)CCBr. Drug 1: C1=NC2=C(N=C(N=C2N1C3C(C(C(O3)CO)O)F)Cl)N. Synergy scores: CSS=7.99, Synergy_ZIP=-3.15, Synergy_Bliss=0.0891, Synergy_Loewe=1.31, Synergy_HSA=0.139. Cell line: HT29.